Dataset: Forward reaction prediction with 1.9M reactions from USPTO patents (1976-2016). Task: Predict the product of the given reaction. (1) Given the reactants CCC(C)[BH-](C(C)CC)C(C)CC.[Li+].[C:15]1([O:21][C:22]([N:24]2[CH:29]=[CH:28][C:27](=[O:30])[CH2:26][CH:25]2[CH3:31])=[O:23])[CH:20]=[CH:19][CH:18]=[CH:17][CH:16]=1.N(C1C=CC=CC=1)([S:33]([C:36]([F:39])([F:38])[F:37])(=[O:35])=[O:34])[S:33]([C:36]([F:39])([F:38])[F:37])(=[O:35])=[O:34], predict the reaction product. The product is: [C:15]1([O:21][C:22]([N:24]2[CH:25]([CH3:31])[CH:26]=[C:27]([O:30][S:33]([C:36]([F:39])([F:38])[F:37])(=[O:35])=[O:34])[CH2:28][CH2:29]2)=[O:23])[CH:16]=[CH:17][CH:18]=[CH:19][CH:20]=1. (2) Given the reactants C(OC([N:8]1[CH2:13][CH2:12][N:11]([C:14]2[CH:19]=[CH:18][CH:17]=[C:16]([C:20]3[NH:24][C:23]4[CH:25]=[CH:26][CH:27]=[CH:28][C:22]=4[N:21]=3)[CH:15]=2)[CH2:10][CH2:9]1)=O)(C)(C)C.[ClH:29], predict the reaction product. The product is: [ClH:29].[ClH:29].[N:11]1([C:14]2[CH:15]=[C:16]([C:20]3[NH:21][C:22]4[CH:28]=[CH:27][CH:26]=[CH:25][C:23]=4[N:24]=3)[CH:17]=[CH:18][CH:19]=2)[CH2:12][CH2:13][NH:8][CH2:9][CH2:10]1.